The task is: Predict the reaction yield, written as a fraction of the theoretical maximum amount of product (1.0 means a 100% yield; for example, 0.34 means a 34% yield).. This data is from Reaction yield outcomes from USPTO patents with 853,638 reactions. The reactants are [F:1][C:2]([F:30])([F:29])[C@H:3]([N:7]1[CH:11]=[C:10]([C:12]2[C:13]3[CH:20]=[CH:19][N:18]([CH2:21][O:22][CH2:23][CH2:24][Si:25]([CH3:28])([CH3:27])[CH3:26])[C:14]=3[N:15]=[CH:16][N:17]=2)[CH:9]=[N:8]1)[CH2:4][C:5]#N.[H-].C([Al+]CC(C)C)C(C)C.C[OH:42].Cl. The catalyst is C(Cl)Cl.O. The product is [F:1][C:2]([F:29])([F:30])[C@H:3]([N:7]1[CH:11]=[C:10]([C:12]2[C:13]3[CH:20]=[CH:19][N:18]([CH2:21][O:22][CH2:23][CH2:24][Si:25]([CH3:26])([CH3:27])[CH3:28])[C:14]=3[N:15]=[CH:16][N:17]=2)[CH:9]=[N:8]1)[CH2:4][CH:5]=[O:42]. The yield is 0.470.